This data is from Full USPTO retrosynthesis dataset with 1.9M reactions from patents (1976-2016). The task is: Predict the reactants needed to synthesize the given product. (1) The reactants are: [OH:1][C:2]1[C:7]([CH3:8])=[CH:6][C:5]([C:9]2[C:10]([C:27]([O:29][CH2:30][CH3:31])=[O:28])=[C:11]3[C:20]4[C:15](=[CH:16][C:17]([O:23][CH3:24])=[C:18]([O:21]C)[CH:19]=4)[CH2:14][CH2:13][N:12]3[C:25]=2[CH3:26])=[CH:4][C:3]=1[CH3:32].Cl.N1C=CC=CC=1. Given the product [CH3:24][O:23][C:17]1[CH:16]=[C:15]2[C:20](=[CH:19][C:18]=1[OH:21])[C:11]1=[C:10]([C:27]([O:29][CH2:30][CH3:31])=[O:28])[C:9]([C:5]3[CH:6]=[C:7]([CH3:8])[C:2]([OH:1])=[C:3]([CH3:32])[CH:4]=3)=[C:25]([CH3:26])[N:12]1[CH2:13][CH2:14]2, predict the reactants needed to synthesize it. (2) Given the product [ClH:23].[NH2:13][CH2:2][C:3]([C:5]1[CH:10]=[CH:9][C:8]([Br:11])=[CH:7][CH:6]=1)=[O:4], predict the reactants needed to synthesize it. The reactants are: Br[CH2:2][C:3]([C:5]1[CH:10]=[CH:9][C:8]([Br:11])=[CH:7][CH:6]=1)=[O:4].C1N2CN3CN(C2)C[N:13]1C3.C(Cl)(Cl)[Cl:23].